This data is from Forward reaction prediction with 1.9M reactions from USPTO patents (1976-2016). The task is: Predict the product of the given reaction. (1) Given the reactants Br[C:2]1[N:3]([C:13]2[N:14]=[CH:15][N:16]=[C:17]([NH2:20])[C:18]=2[N:19]=1)[C@@H:4]1[O:12][C@H:9]([CH2:10][OH:11])[C@@H:7]([OH:8])[C@H:5]1[OH:6].[NH2:21][CH2:22][CH2:23][P:24](=[O:27])([O-:26])[O-:25].[OH-].[Na+], predict the reaction product. The product is: [P:24]([CH2:23][CH2:22][NH:21][C:2]1[N:3]([C:13]2[N:14]=[CH:15][N:16]=[C:17]([NH2:20])[C:18]=2[N:19]=1)[C@@H:4]1[O:12][C@H:9]([CH2:10][OH:11])[C@@H:7]([OH:8])[C@H:5]1[OH:6])([OH:27])([OH:26])=[O:25]. (2) Given the reactants COC(=O)[C:4]1[CH:9]=[CH:8][CH:7]=[C:6]([OH:10])[CH:5]=1.Br[C:13]1[CH:17]=[CH:16][O:15][N:14]=1.[NH2:18][NH2:19].C([C:22](CC)(CC)[C:23]([O-:26])([O-])[O-])C, predict the reaction product. The product is: [O:10]([C:13]1[CH2:17][CH2:16][O:15][N:14]=1)[C:6]1[CH:5]=[CH:4][CH:9]=[CH:8][CH:7]=1.[O:26]1[CH:23]=[CH:22][N:19]=[N:18]1. (3) Given the reactants [N:1]1([C:6]2[CH:10]=[CH:9][S:8][C:7]=2[CH2:11][OH:12])[CH:5]=[CH:4][CH:3]=[CH:2]1.[Cl:13][C:14]1[CH:19]=[N:18][CH:17]=[C:16](Cl)[N:15]=1, predict the reaction product. The product is: [Cl:13][C:14]1[CH:19]=[N:18][CH:17]=[C:16]([O:12][CH2:11][C:7]2[S:8][CH:9]=[CH:10][C:6]=2[N:1]2[CH:2]=[CH:3][CH:4]=[CH:5]2)[N:15]=1. (4) Given the reactants [F:1][C:2]1[CH:9]=[C:8]([C:10]2[C:18]3[C:13](=[CH:14][C:15]([N+:19]([O-:21])=[O:20])=[CH:16][CH:17]=3)[NH:12][CH:11]=2)[CH:7]=[CH:6][C:3]=1[C:4]#[N:5].C(=O)([O-])[O-].[Cs+].[Cs+].CN(C)C=O.[C:33]([CH:35](OS(C1C=CC(C)=CC=1)(=O)=O)[CH3:36])#[N:34], predict the reaction product. The product is: [C:33]([CH:35]([CH3:36])[N:12]1[C:13]2[C:18](=[CH:17][CH:16]=[C:15]([N+:19]([O-:21])=[O:20])[CH:14]=2)[C:10]([C:8]2[CH:7]=[CH:6][C:3]([C:4]#[N:5])=[C:2]([F:1])[CH:9]=2)=[CH:11]1)#[N:34]. (5) Given the reactants [F:1][C:2]([F:13])([F:12])[CH2:3]OS(C(F)(F)F)(=O)=O.[CH3:14][C:15]([NH2:25])([CH3:24])[CH2:16][NH:17][C:18]1[CH:23]=[CH:22][CH:21]=[CH:20][N:19]=1.C(=O)([O-])[O-].[Cs+].[Cs+].CN(C=O)C, predict the reaction product. The product is: [CH3:24][C:15]([NH:25][CH2:3][C:2]([F:13])([F:12])[F:1])([CH3:14])[CH2:16][NH:17][C:18]1[CH:23]=[CH:22][CH:21]=[CH:20][N:19]=1. (6) Given the reactants [S:1]1[C:5]2[CH:6]=[CH:7][CH:8]=[CH:9][C:4]=2[N:3]=[C:2]1[C:10]1[C:11]2[CH2:19][CH2:18][CH:17]([CH2:20][CH3:21])[CH2:16][C:12]=2[S:13][C:14]=1[NH2:15].[C:22](OC(=O)C)(=[O:24])[CH3:23], predict the reaction product. The product is: [S:1]1[C:5]2[CH:6]=[CH:7][CH:8]=[CH:9][C:4]=2[N:3]=[C:2]1[C:10]1[C:11]2[CH2:19][CH2:18][CH:17]([CH2:20][CH3:21])[CH2:16][C:12]=2[S:13][C:14]=1[NH:15][C:22](=[O:24])[CH3:23]. (7) Given the reactants Cl.[NH2:2][C:3]1[CH:4]=[N:5][C:6]2[C:11]([C:12]=1[OH:13])=[CH:10][CH:9]=[C:8]([Br:14])[CH:7]=2.C(N(CC)CC)C.[C:22](Cl)(=[O:26])[CH2:23][CH2:24][CH3:25], predict the reaction product. The product is: [Br:14][C:8]1[CH:7]=[C:6]2[C:11]([C:12]([OH:13])=[C:3]([NH:2][C:22](=[O:26])[CH2:23][CH2:24][CH3:25])[CH:4]=[N:5]2)=[CH:10][CH:9]=1. (8) Given the reactants C(O)=O.[Cl:4][C:5]1[C:6]([C:17]2[N:21]([CH3:22])[C:20]3[CH:23]=[CH:24][CH:25]=[CH:26][C:19]=3[N:18]=2)=[N:7][C:8]([N:11]2[CH2:16][CH2:15][NH:14][CH2:13][CH2:12]2)=[CH:9][CH:10]=1.[S:27](Cl)([CH3:30])(=[O:29])=[O:28].CCN(C(C)C)C(C)C, predict the reaction product. The product is: [Cl:4][C:5]1[C:6]([C:17]2[N:21]([CH3:22])[C:20]3[CH:23]=[CH:24][CH:25]=[CH:26][C:19]=3[N:18]=2)=[N:7][C:8]([N:11]2[CH2:12][CH2:13][N:14]([S:27]([CH3:30])(=[O:29])=[O:28])[CH2:15][CH2:16]2)=[CH:9][CH:10]=1.